From a dataset of Full USPTO retrosynthesis dataset with 1.9M reactions from patents (1976-2016). Predict the reactants needed to synthesize the given product. (1) Given the product [Br:1][C:2]1[CH:3]=[C:4]([C:9]2([CH3:16])[CH2:10][O:11][CH2:12][C:13]([NH2:17])=[N:14]2)[CH:5]=[CH:6][C:7]=1[F:8], predict the reactants needed to synthesize it. The reactants are: [Br:1][C:2]1[CH:3]=[C:4]([C:9]2([CH3:16])[NH:14][C:13](=S)[CH2:12][O:11][CH2:10]2)[CH:5]=[CH:6][C:7]=1[F:8].[NH3:17].C(OO)(C)(C)C. (2) Given the product [CH2:30]([C:26]1[S:25][C:24]([CH3:23])=[C:28]([CH3:29])[C:27]=1[C:9]([C:8]1[CH:12]=[CH:13][C:14]([O:15][CH3:16])=[C:6]([CH:1]2[CH2:2][CH2:3][CH2:4][CH2:5]2)[CH:7]=1)=[O:11])[C:31]1[CH:32]=[CH:33][CH:34]=[CH:35][CH:36]=1, predict the reactants needed to synthesize it. The reactants are: [CH:1]1([C:6]2[CH:7]=[C:8]([CH:12]=[CH:13][C:14]=2[O:15][CH3:16])[C:9]([OH:11])=O)[CH2:5][CH2:4][CH2:3][CH2:2]1.C(Cl)(=O)C(Cl)=O.[CH3:23][C:24]1[S:25][C:26]([CH2:30][C:31]2[CH:36]=[CH:35][CH:34]=[CH:33][CH:32]=2)=[CH:27][C:28]=1[CH3:29].[Sn](Cl)(Cl)(Cl)Cl. (3) Given the product [O:20]=[C:11]1[C:12]2[C:17](=[CH:16][CH:15]=[CH:14][CH:13]=2)[C:18](=[O:19])[N:10]1[C:4]1[C:5]([NH:7][C:21](=[O:22])[O:23][C:24]([CH3:27])([CH3:26])[CH3:25])=[CH:6][N:2]([CH3:1])[N:3]=1, predict the reactants needed to synthesize it. The reactants are: [CH3:1][N:2]1[CH:6]=[C:5]([N+:7]([O-])=O)[C:4]([N:10]2[C:18](=[O:19])[C:17]3[C:12](=[CH:13][CH:14]=[CH:15][CH:16]=3)[C:11]2=[O:20])=[N:3]1.[C:21](O[C:21]([O:23][C:24]([CH3:27])([CH3:26])[CH3:25])=[O:22])([O:23][C:24]([CH3:27])([CH3:26])[CH3:25])=[O:22]. (4) Given the product [Cl:1][C:2]1[CH:7]=[CH:6][CH:5]=[C:4]([CH:8]([Cl:18])[C:10]2[CH:15]=[CH:14][CH:13]=[CH:12][CH:11]=2)[CH:3]=1, predict the reactants needed to synthesize it. The reactants are: [Cl:1][C:2]1[CH:3]=[C:4]([CH:8]([C:10]2[CH:15]=[CH:14][CH:13]=[CH:12][CH:11]=2)O)[CH:5]=[CH:6][CH:7]=1.S(Cl)([Cl:18])=O. (5) Given the product [Cl:1][C:2]1[CH:3]=[C:4]([CH:20]=[CH:21][C:22]=1[O:23][CH3:24])[CH2:5][NH:6][C:7]1[C:12]([C:13]([O:15][CH3:16])=[O:14])=[C:11]([N:29]2[CH2:30][CH2:31][CH:26]([OH:25])[CH2:27][CH2:28]2)[N:10]=[C:9]([S:18][CH3:19])[N:8]=1, predict the reactants needed to synthesize it. The reactants are: [Cl:1][C:2]1[CH:3]=[C:4]([CH:20]=[CH:21][C:22]=1[O:23][CH3:24])[CH2:5][NH:6][C:7]1[C:12]([C:13]([O:15][CH3:16])=[O:14])=[C:11](Cl)[N:10]=[C:9]([S:18][CH3:19])[N:8]=1.[OH:25][CH:26]1[CH2:31][CH2:30][NH:29][CH2:28][CH2:27]1.C(N(CC)CC)C.C(O)(=O)CC(CC(O)=O)(C(O)=O)O.